This data is from NCI-60 drug combinations with 297,098 pairs across 59 cell lines. The task is: Regression. Given two drug SMILES strings and cell line genomic features, predict the synergy score measuring deviation from expected non-interaction effect. (1) Drug 1: CC1C(C(CC(O1)OC2CC(CC3=C2C(=C4C(=C3O)C(=O)C5=C(C4=O)C(=CC=C5)OC)O)(C(=O)C)O)N)O.Cl. Drug 2: C1CCC(CC1)NC(=O)N(CCCl)N=O. Cell line: HCC-2998. Synergy scores: CSS=4.39, Synergy_ZIP=-4.27, Synergy_Bliss=-1.99, Synergy_Loewe=-11.5, Synergy_HSA=-3.20. (2) Drug 1: CC12CCC(CC1=CCC3C2CCC4(C3CC=C4C5=CN=CC=C5)C)O. Drug 2: C1=NC2=C(N=C(N=C2N1C3C(C(C(O3)CO)O)O)F)N. Cell line: COLO 205. Synergy scores: CSS=-3.29, Synergy_ZIP=-7.29, Synergy_Bliss=-20.1, Synergy_Loewe=-33.0, Synergy_HSA=-23.5. (3) Drug 1: CC1C(C(CC(O1)OC2CC(CC3=C2C(=C4C(=C3O)C(=O)C5=C(C4=O)C(=CC=C5)OC)O)(C(=O)C)O)N)O.Cl. Drug 2: C(=O)(N)NO. Cell line: M14. Synergy scores: CSS=9.36, Synergy_ZIP=-1.11, Synergy_Bliss=2.13, Synergy_Loewe=-15.5, Synergy_HSA=-2.08. (4) Drug 1: C1=NC2=C(N1)C(=S)N=C(N2)N. Drug 2: C1CCC(C(C1)N)N.C(=O)(C(=O)[O-])[O-].[Pt+4]. Cell line: HOP-92. Synergy scores: CSS=22.7, Synergy_ZIP=-11.4, Synergy_Bliss=-6.42, Synergy_Loewe=-10.6, Synergy_HSA=-3.75. (5) Drug 1: CS(=O)(=O)CCNCC1=CC=C(O1)C2=CC3=C(C=C2)N=CN=C3NC4=CC(=C(C=C4)OCC5=CC(=CC=C5)F)Cl. Drug 2: CC1=C(N=C(N=C1N)C(CC(=O)N)NCC(C(=O)N)N)C(=O)NC(C(C2=CN=CN2)OC3C(C(C(C(O3)CO)O)O)OC4C(C(C(C(O4)CO)O)OC(=O)N)O)C(=O)NC(C)C(C(C)C(=O)NC(C(C)O)C(=O)NCCC5=NC(=CS5)C6=NC(=CS6)C(=O)NCCC[S+](C)C)O. Cell line: SF-295. Synergy scores: CSS=34.3, Synergy_ZIP=1.53, Synergy_Bliss=0.265, Synergy_Loewe=-24.9, Synergy_HSA=-2.28.